This data is from Full USPTO retrosynthesis dataset with 1.9M reactions from patents (1976-2016). The task is: Predict the reactants needed to synthesize the given product. (1) The reactants are: [O:1]1[C@H:8]([CH2:9][OH:10])[C@@H:6]([OH:7])[C@H:4]([OH:5])[CH:3]=[CH:2]1.S(=O)(=O)(O)[OH:12]. Given the product [CH2:3]([C@@H:4]([OH:5])[C@H:6]([OH:7])[C@H:8]([OH:1])[CH2:9][OH:10])[CH:2]=[O:12], predict the reactants needed to synthesize it. (2) Given the product [NH2:24][C:15]1[C:14]2=[N:13][N:12]([CH3:25])[C:11]([CH2:10][CH2:9][NH:8][C:30]([NH:29][CH:26]([CH3:28])[CH3:27])=[O:31])=[C:23]2[C:22]2[CH2:21][CH2:20][CH2:19][CH2:18][C:17]=2[N:16]=1, predict the reactants needed to synthesize it. The reactants are: C(N(CC)CC)C.[NH2:8][CH2:9][CH2:10][C:11]1[N:12]([CH3:25])[N:13]=[C:14]2[C:23]=1[C:22]1[CH2:21][CH2:20][CH2:19][CH2:18][C:17]=1[N:16]=[C:15]2[NH2:24].[CH:26]([N:29]=[C:30]=[O:31])([CH3:28])[CH3:27]. (3) The reactants are: Br[C:2]1[C:3]([O:25][CH3:26])=[C:4]([C:9]2[N:13]=[C:12]([C:14]3[CH:19]=[CH:18][C:17]([O:20][CH:21]([CH3:23])[CH3:22])=[C:16]([Cl:24])[CH:15]=3)[O:11][N:10]=2)[CH:5]=[C:6]([F:8])[CH:7]=1.C(P(C(C)(C)C)C(C)(C)C)(C)(C)C.C(=O)([O-])[O-].[Cs+].[Cs+].Br[Zn][CH2:48][CH2:49][CH2:50][C:51]([O:53][CH2:54][CH3:55])=[O:52]. Given the product [Cl:24][C:16]1[CH:15]=[C:14]([C:12]2[O:11][N:10]=[C:9]([C:4]3[C:3]([O:25][CH3:26])=[C:2]([CH2:48][CH2:49][CH2:50][C:51]([O:53][CH2:54][CH3:55])=[O:52])[CH:7]=[C:6]([F:8])[CH:5]=3)[N:13]=2)[CH:19]=[CH:18][C:17]=1[O:20][CH:21]([CH3:23])[CH3:22], predict the reactants needed to synthesize it.